This data is from Catalyst prediction with 721,799 reactions and 888 catalyst types from USPTO. The task is: Predict which catalyst facilitates the given reaction. Reactant: N1(CC2C3C=CC=C(C#N)C=3CC2)CCNCC1.BrCCC1C=CC2C(=O)OCC=2C=1.N1CCOCC1.[O:38]=[C:39]1[C:43]2[CH:44]=[C:45]([CH2:48][CH2:49][N:50]3[CH2:55][CH2:54][N:53]([CH2:56][CH:57]4[C:65]5[CH:64]=[CH:63][CH:62]=[C:61]([C:66]#[N:67])[C:60]=5[CH2:59][CH2:58]4)[CH2:52][CH2:51]3)[CH:46]=[CH:47][C:42]=2[CH2:41][O:40]1. Product: [O:40]=[C:41]1[C:42]2[C:43](=[CH:44][C:45]([CH2:48][CH2:49][N:50]3[CH2:55][CH2:54][N:53]([CH2:56][CH:57]4[C:65]5[CH:64]=[CH:63][CH:62]=[C:61]([C:66]#[N:67])[C:60]=5[CH2:59][CH2:58]4)[CH2:52][CH2:51]3)=[CH:46][CH:47]=2)[CH2:39][O:38]1. The catalyst class is: 639.